Dataset: Full USPTO retrosynthesis dataset with 1.9M reactions from patents (1976-2016). Task: Predict the reactants needed to synthesize the given product. (1) Given the product [CH:2]1([S:8][C:10]2[CH:17]=[CH:16][C:13]([C:14]#[N:15])=[CH:12][CH:11]=2)[CH2:7][CH2:6][CH2:5][CH2:4][CH2:3]1, predict the reactants needed to synthesize it. The reactants are: [Na].[CH:2]1([SH:8])[CH2:7][CH2:6][CH2:5][CH2:4][CH2:3]1.F[C:10]1[CH:17]=[CH:16][C:13]([C:14]#[N:15])=[CH:12][CH:11]=1.Cl. (2) Given the product [CH3:1][O:2][CH2:3][CH2:4][O:5][C:6]([NH:8][C@H:9]1[CH2:13][CH2:12][N:11]([C:14]2[CH:19]=[CH:18][C:17]([N:20]3[CH2:24][C@H:23]([CH2:25][NH:26][C:35]4[CH:39]=[CH:38][O:37][N:36]=4)[O:22][C:21]3=[O:40])=[CH:16][C:15]=2[F:41])[CH2:10]1)=[O:7], predict the reactants needed to synthesize it. The reactants are: [CH3:1][O:2][CH2:3][CH2:4][O:5][C:6]([NH:8][C@H:9]1[CH2:13][CH2:12][N:11]([C:14]2[CH:19]=[CH:18][C:17]([N:20]3[CH2:24][C@H:23]([CH2:25][N:26]([C:35]4[CH:39]=[CH:38][O:37][N:36]=4)C(OCC(Cl)(Cl)Cl)=O)[O:22][C:21]3=[O:40])=[CH:16][C:15]=2[F:41])[CH2:10]1)=[O:7].